This data is from Catalyst prediction with 721,799 reactions and 888 catalyst types from USPTO. The task is: Predict which catalyst facilitates the given reaction. (1) Reactant: [CH3:1][O:2][C:3]1[C:12]([CH3:13])=[CH:11][C:6]2[N:7]=[C:8]([NH2:10])[S:9][C:5]=2[CH:4]=1.C1C(=O)N([Br:21])C(=O)C1.[OH-].[K+]. Product: [Br:21][C:4]1[C:5]2[S:9][C:8]([NH2:10])=[N:7][C:6]=2[CH:11]=[C:12]([CH3:13])[C:3]=1[O:2][CH3:1]. The catalyst class is: 82. (2) Reactant: C[O:2][C:3](=[O:25])[CH2:4][C:5]1[C:9]2[C:10]([CH3:24])=[CH:11][C:12]([O:14][CH2:15][C:16]3[CH:21]=[CH:20][C:19]([Cl:22])=[CH:18][C:17]=3[Cl:23])=[CH:13][C:8]=2[S:7][CH:6]=1.[OH-].[Na+]. Product: [Cl:23][C:17]1[CH:18]=[C:19]([Cl:22])[CH:20]=[CH:21][C:16]=1[CH2:15][O:14][C:12]1[CH:11]=[C:10]([CH3:24])[C:9]2[C:5]([CH2:4][C:3]([OH:25])=[O:2])=[CH:6][S:7][C:8]=2[CH:13]=1. The catalyst class is: 14. (3) Reactant: C(OC[N:10]1[C:14]([C:15]2[CH:20]=[CH:19][N:18]=[C:17]([C:21]#[N:22])[CH:16]=2)=[N:13][C:12]([C:23]2[CH:28]=[CH:27][N:26]=[C:25]([Cl:29])[CH:24]=2)=[N:11]1)C1C=CC=CC=1.C1(C)C=CC=CC=1.O.C1(C)C=CC(S(O)(=O)=O)=CC=1. Product: [C:21]([C:17]1[CH:16]=[C:15]([C:14]2[NH:10][N:11]=[C:12]([C:23]3[CH:28]=[CH:27][N:26]=[C:25]([Cl:29])[CH:24]=3)[N:13]=2)[CH:20]=[CH:19][N:18]=1)#[N:22]. The catalyst class is: 41. (4) Reactant: [NH2:1][C:2]1[C:3]([O:30][C:31]2[CH:36]=[CH:35][C:34]([F:37])=[CH:33][C:32]=2[F:38])=[C:4]([C:9]2[C:10]3[CH:19]=[CH:18][N:17]([S:20]([C:23]4[CH:28]=[CH:27][C:26]([CH3:29])=[CH:25][CH:24]=4)(=[O:22])=[O:21])[C:11]=3[C:12](=[O:16])[N:13]([CH3:15])[CH:14]=2)[CH:5]=[CH:6][C:7]=1[NH2:8].C(O)(=O)C.[N:43]([O-])=O.[Na+]. Product: [F:38][C:32]1[CH:33]=[C:34]([F:37])[CH:35]=[CH:36][C:31]=1[O:30][C:3]1[C:2]2[N:1]=[N:43][NH:8][C:7]=2[CH:6]=[CH:5][C:4]=1[C:9]1[C:10]2[CH:19]=[CH:18][N:17]([S:20]([C:23]3[CH:24]=[CH:25][C:26]([CH3:29])=[CH:27][CH:28]=3)(=[O:21])=[O:22])[C:11]=2[C:12](=[O:16])[N:13]([CH3:15])[CH:14]=1. The catalyst class is: 84. (5) Reactant: [Cl:1][C:2]1[CH:10]=[C:9]2[C:5]([C:6]([C:16](=[O:21])C(F)(F)F)=[CH:7][N:8]2[CH2:11][C:12]([NH:14][CH3:15])=[O:13])=[CH:4][CH:3]=1.C[Si](C)(C)[O-:24].[Na+]. Product: [Cl:1][C:2]1[CH:10]=[C:9]2[C:5]([C:6]([C:16]([OH:21])=[O:24])=[CH:7][N:8]2[CH2:11][C:12](=[O:13])[NH:14][CH3:15])=[CH:4][CH:3]=1. The catalyst class is: 26. (6) Reactant: [CH3:1][C:2]1[O:10][C:9]2[CH:8]=[CH:7][N:6]([C:11]3[CH:16]=[CH:15][C:14]([N:17]4[CH2:22][CH2:21][NH:20][CH2:19][CH2:18]4)=[CH:13][CH:12]=3)[C:5](=[O:23])[C:4]=2[CH:3]=1.CC1C=CC(S(O[CH2:35][CH2:36][CH2:37][C:38]2[C:46]3[C:41](=[CH:42][CH:43]=[C:44]([F:47])[CH:45]=3)[NH:40][CH:39]=2)(=O)=O)=CC=1.C(=O)([O-])[O-].[K+].[K+].[I-].[K+]. Product: [F:47][C:44]1[CH:45]=[C:46]2[C:41](=[CH:42][CH:43]=1)[NH:40][CH:39]=[C:38]2[CH2:37][CH2:36][CH2:35][N:20]1[CH2:21][CH2:22][N:17]([C:14]2[CH:13]=[CH:12][C:11]([N:6]3[CH:7]=[CH:8][C:9]4[O:10][C:2]([CH3:1])=[CH:3][C:4]=4[C:5]3=[O:23])=[CH:16][CH:15]=2)[CH2:18][CH2:19]1. The catalyst class is: 10. (7) Reactant: [OH-].[Li+].[CH3:3][N:4]1[C:9]2=[CH:10][N:11]([CH2:20][CH2:21][CH2:22][C:23]([O:25]CC)=[O:24])[C:12]([C:13]3[CH:14]=[C:15]([CH3:19])[CH:16]=[CH:17][CH:18]=3)=[C:8]2[C:7](=[O:28])[N:6]([CH3:29])[C:5]1=[O:30].O. Product: [CH3:3][N:4]1[C:9]2=[CH:10][N:11]([CH2:20][CH2:21][CH2:22][C:23]([OH:25])=[O:24])[C:12]([C:13]3[CH:14]=[C:15]([CH3:19])[CH:16]=[CH:17][CH:18]=3)=[C:8]2[C:7](=[O:28])[N:6]([CH3:29])[C:5]1=[O:30]. The catalyst class is: 1. (8) The catalyst class is: 699. Reactant: C([S:8][C:9]1[CH:10]=[C:11]2[C:16](=[CH:17][CH:18]=1)[N:15]([C:19]1[CH:24]=[C:23]([CH3:25])[C:22]([Br:26])=[CH:21][C:20]=1[O:27][CH3:28])[C:14](=[O:29])[CH:13]=[CH:12]2)C1C=CC=CC=1.ClN1C(C)(C)C(=[O:38])N(Cl)C1=O.[F:41][C:42]1[C:47]([F:48])=[C:46]([F:49])[C:45]([F:50])=[C:44]([F:51])[C:43]=1[OH:52].C(N(CC)CC)C.[OH2:60]. Product: [Br:26][C:22]1[C:23]([CH3:25])=[CH:24][C:19]([N:15]2[C:16]3[C:11](=[CH:10][C:9]([S:8]([O:52][C:43]4[C:42]([F:41])=[C:47]([F:48])[C:46]([F:49])=[C:45]([F:50])[C:44]=4[F:51])(=[O:38])=[O:60])=[CH:18][CH:17]=3)[CH:12]=[CH:13][C:14]2=[O:29])=[C:20]([O:27][CH3:28])[CH:21]=1. (9) Reactant: [NH2:1][C:2]1([CH2:8]O)[CH2:7][CH2:6][CH2:5][CH2:4][CH2:3]1.O=S(Cl)Cl.[CH3:14][C:15]1[CH:20]=[C:19]([N+:21]([O-:23])=[O:22])[CH:18]=[CH:17][C:16]=1[N:24]=[C:25]=[S:26]. Product: [CH3:14][C:15]1[CH:20]=[C:19]([N+:21]([O-:23])=[O:22])[CH:18]=[CH:17][C:16]=1[N:24]=[C:25]1[S:26][CH2:8][C:2]2([CH2:7][CH2:6][CH2:5][CH2:4][CH2:3]2)[NH:1]1. The catalyst class is: 12. (10) Reactant: Br[C:2]1[CH:3]=[CH:4][C:5]2[N:6]([CH:8]=[C:9]([C:11]3[CH:16]=[CH:15][C:14]([Cl:17])=[CH:13][CH:12]=3)[N:10]=2)[CH:7]=1.[F:18][C:19]1[CH:24]=[CH:23][C:22]([CH:25]=[O:26])=[CH:21][C:20]=1B(O)O. Product: [Cl:17][C:14]1[CH:15]=[CH:16][C:11]([C:9]2[N:10]=[C:5]3[CH:4]=[CH:3][C:2]([C:20]4[CH:21]=[C:22]([CH:23]=[CH:24][C:19]=4[F:18])[CH:25]=[O:26])=[CH:7][N:6]3[CH:8]=2)=[CH:12][CH:13]=1. The catalyst class is: 73.